This data is from Forward reaction prediction with 1.9M reactions from USPTO patents (1976-2016). The task is: Predict the product of the given reaction. (1) Given the reactants [OH-:1].[Na+].C([O:7][C:8]([CH2:10][N:11]1[CH2:16][CH2:15][CH2:14][N:13]([CH:17]2[CH2:22][CH2:21][N:20]([C:23]([O:25][CH2:26][C:27]3[CH:32]=[CH:31][CH:30]=[CH:29][CH:28]=3)=[O:24])[CH2:19][CH2:18]2)[C:12]1=[O:33])=[O:9])(C)(C)C, predict the reaction product. The product is: [C:26]([O:25][C:23]([N:20]1[CH2:21][CH2:22][CH:17]([N:13]2[CH2:14][CH2:15][CH2:16][N:11]([CH2:10][C:8]([OH:7])=[O:9])[C:12]2=[O:33])[CH2:18][CH2:19]1)=[O:24])(=[O:1])[C:27]1[CH:32]=[CH:31][CH:30]=[CH:29][CH:28]=1. (2) Given the reactants [ClH:1].CCOCC.[CH2:7]([N:14]1[C:20](=[O:21])[CH:19]([NH:22][C:23](=[O:35])[C@@H:24]([N:26](C)[C:27](=O)OC(C)(C)C)[CH3:25])[CH2:18][S:17](=[O:37])(=[O:36])[C:16]2[CH:38]=[CH:39][CH:40]=[CH:41][C:15]1=2)[C:8]1[CH:13]=[CH:12][CH:11]=[CH:10][CH:9]=1, predict the reaction product. The product is: [ClH:1].[CH2:7]([N:14]1[C:20](=[O:21])[CH:19]([NH:22][C:23](=[O:35])[C@@H:24]([NH:26][CH3:27])[CH3:25])[CH2:18][S:17](=[O:37])(=[O:36])[C:16]2[CH:38]=[CH:39][CH:40]=[CH:41][C:15]1=2)[C:8]1[CH:9]=[CH:10][CH:11]=[CH:12][CH:13]=1. (3) Given the reactants [CH:1]([N:4]([CH:12]([CH3:14])[CH3:13])[P:5](Cl)[O:6][CH2:7][CH2:8][C:9]#[N:10])([CH3:3])[CH3:2].[C:15]([O:18][CH:19]([O:58][C:59](=[O:61])[CH3:60])[C:20]1[CH:25]=[CH:24][C:23]([O:26][CH2:27][CH2:28][CH2:29][CH2:30][CH:31]([OH:57])[CH2:32][O:33][C:34]([C:49]2[CH:54]=[CH:53][C:52]([O:55][CH3:56])=[CH:51][CH:50]=2)([C:41]2[CH:46]=[CH:45][C:44]([O:47][CH3:48])=[CH:43][CH:42]=2)[C:35]2[CH:40]=[CH:39][CH:38]=[CH:37][CH:36]=2)=[CH:22][CH:21]=1)(=[O:17])[CH3:16].CO.C(=O)(O)[O-].[Na+], predict the reaction product. The product is: [C:15]([O:18][CH:19]([O:58][C:59](=[O:61])[CH3:60])[C:20]1[CH:25]=[CH:24][C:23]([O:26][CH2:27][CH2:28][CH2:29][CH2:30][CH:31]([O:57][P:5]([N:4]([CH:12]([CH3:14])[CH3:13])[CH:1]([CH3:3])[CH3:2])[O:6][CH2:7][CH2:8][C:9]#[N:10])[CH2:32][O:33][C:34]([C:41]2[CH:42]=[CH:43][C:44]([O:47][CH3:48])=[CH:45][CH:46]=2)([C:49]2[CH:50]=[CH:51][C:52]([O:55][CH3:56])=[CH:53][CH:54]=2)[C:35]2[CH:40]=[CH:39][CH:38]=[CH:37][CH:36]=2)=[CH:22][CH:21]=1)(=[O:17])[CH3:16]. (4) Given the reactants FC(F)(F)C1C=C(NC(=O)NC2C=CC(C3SC(CCC(O)=O)=NC=3)=CC=2)C=CC=1.[Cl:31][C:32]1[CH:37]=[CH:36][C:35]([NH:38][C:39](=[O:60])[NH:40][C:41]2[CH:46]=[CH:45][C:44]([C:47]3[S:51][C:50]([CH2:52][C:53]([CH3:59])([CH3:58])[C:54]([O:56]C)=[O:55])=[N:49][CH:48]=3)=[CH:43][CH:42]=2)=[C:34]([O:61][C:62]2[CH:67]=[CH:66][CH:65]=[CH:64][CH:63]=2)[CH:33]=1, predict the reaction product. The product is: [Cl:31][C:32]1[CH:37]=[CH:36][C:35]([NH:38][C:39](=[O:60])[NH:40][C:41]2[CH:42]=[CH:43][C:44]([C:47]3[S:51][C:50]([CH2:52][C:53]([CH3:59])([CH3:58])[C:54]([OH:56])=[O:55])=[N:49][CH:48]=3)=[CH:45][CH:46]=2)=[C:34]([O:61][C:62]2[CH:63]=[CH:64][CH:65]=[CH:66][CH:67]=2)[CH:33]=1. (5) Given the reactants [NH2:1][C:2]1[C:7]([C:8](O)=[O:9])=[C:6]([F:11])[C:5]([Br:12])=[CH:4][CH:3]=1.B.C1COCC1, predict the reaction product. The product is: [NH2:1][C:2]1[C:7]([CH2:8][OH:9])=[C:6]([F:11])[C:5]([Br:12])=[CH:4][CH:3]=1. (6) Given the reactants [CH3:1][O:2][C:3]1[CH:8]=[CH:7][C:6]([NH:9][C:10](=[O:15])[CH2:11][CH:12]2[CH2:14][O:13]2)=[CH:5][CH:4]=1.C(N(CC)CC)C.[CH3:23][C:24]1[CH:29]=[CH:28][CH:27]=[C:26]([CH3:30])[C:25]=1[NH:31][C:32](=[O:40])[CH2:33][N:34]1[CH2:39][CH2:38][NH:37][CH2:36][CH2:35]1, predict the reaction product. The product is: [CH3:23][C:24]1[CH:29]=[CH:28][CH:27]=[C:26]([CH3:30])[C:25]=1[NH:31][C:32]([CH2:33][N:34]1[CH2:35][CH2:36][N:37]([CH2:14][CH:12]([OH:13])[CH2:11][C:10]([NH:9][C:6]2[CH:7]=[CH:8][C:3]([O:2][CH3:1])=[CH:4][CH:5]=2)=[O:15])[CH2:38][CH2:39]1)=[O:40].